Dataset: hERG Central: cardiac toxicity at 1µM, 10µM, and general inhibition. Task: Predict hERG channel inhibition at various concentrations. (1) The compound is CCOC(=O)c1c(NC(=O)COC(=O)Cc2ccccc2[N+](=O)[O-])sc(C(=O)N(C)C)c1C. Results: hERG_inhib (hERG inhibition (general)): blocker. (2) The molecule is CCN(CC)CCCNc1nc(-c2ccccc2)nc2ccccc12.Cl. Results: hERG_inhib (hERG inhibition (general)): blocker. (3) The compound is Cc1ccc(C(c2sc3nc(C)nn3c2O)N2CCN(c3ccc(F)cc3)CC2)cc1. Results: hERG_inhib (hERG inhibition (general)): blocker. (4) The molecule is O=C(O)CSc1ncccc1C(=O)O. Results: hERG_inhib (hERG inhibition (general)): blocker. (5) The compound is CC(CCc1ccccc1)NC(=O)CN1CCN(c2ccccc2)CC1. Results: hERG_inhib (hERG inhibition (general)): blocker. (6) The molecule is CCCCC1=CC2=CC(=O)C(C)(OC(=O)CC)C(=O)C2=CN1Cc1ccc(OC)cc1. Results: hERG_inhib (hERG inhibition (general)): blocker.